From a dataset of Catalyst prediction with 721,799 reactions and 888 catalyst types from USPTO. Predict which catalyst facilitates the given reaction. Reactant: [Cl:1][C:2]1[CH:8]=[CH:7][CH:6]=[C:5]([Cl:9])[C:3]=1[NH2:4].[N:10]([O-])=O.[Na+]. Product: [ClH:1].[Cl:1][C:2]1[CH:8]=[CH:7][CH:6]=[C:5]([Cl:9])[C:3]=1[NH:4][NH2:10]. The catalyst class is: 33.